From a dataset of Forward reaction prediction with 1.9M reactions from USPTO patents (1976-2016). Predict the product of the given reaction. (1) Given the reactants [CH3:1][C:2]1[C:10]([CH3:11])=[C:9]([O:12][CH2:13][C@@H:14]2[CH2:19][N:18]([CH3:20])[C:17]3[CH:21]=[CH:22][CH:23]=[CH:24][C:16]=3[O:15]2)[CH:8]=[CH:7][C:3]=1[C:4](O)=[O:5].C(Cl)(=O)C([Cl:28])=O, predict the reaction product. The product is: [CH3:1][C:2]1[C:10]([CH3:11])=[C:9]([O:12][CH2:13][C@@H:14]2[CH2:19][N:18]([CH3:20])[C:17]3[CH:21]=[CH:22][CH:23]=[CH:24][C:16]=3[O:15]2)[CH:8]=[CH:7][C:3]=1[C:4]([Cl:28])=[O:5]. (2) The product is: [CH3:9][C:4]1[CH:5]=[N:6][CH:7]=[CH:8][C:3]=1[C:22]#[C:21][Si:18]([CH3:20])([CH3:19])[CH3:17]. Given the reactants Cl.Br[C:3]1[CH:8]=[CH:7][N:6]=[CH:5][C:4]=1[CH3:9].C(N(CC)CC)C.[CH3:17][Si:18]([C:21]#[CH:22])([CH3:20])[CH3:19], predict the reaction product.